From a dataset of TCR-epitope binding with 47,182 pairs between 192 epitopes and 23,139 TCRs. Binary Classification. Given a T-cell receptor sequence (or CDR3 region) and an epitope sequence, predict whether binding occurs between them. (1) The epitope is ATDALMTGY. The TCR CDR3 sequence is CASTPGGAGGGDTQYF. Result: 0 (the TCR does not bind to the epitope). (2) The epitope is SSNVANYQK. The TCR CDR3 sequence is CGCGSGGDIQYF. Result: 1 (the TCR binds to the epitope). (3) The epitope is ELAGIGILTV. The TCR CDR3 sequence is CSASPSYLNTEAFF. Result: 1 (the TCR binds to the epitope). (4) The epitope is KLPDDFTGCV. The TCR CDR3 sequence is CASSADDRALGETQYF. Result: 1 (the TCR binds to the epitope). (5) The epitope is FLKEKGGL. The TCR CDR3 sequence is CASSESPGTSGSPLENQFF. Result: 1 (the TCR binds to the epitope). (6) The epitope is NLVPMVATV. The TCR CDR3 sequence is CASSLSPELETQYF. Result: 0 (the TCR does not bind to the epitope). (7) Result: 1 (the TCR binds to the epitope). The TCR CDR3 sequence is CASSLGGVGEKLFF. The epitope is QARQMVQAMRTIGTHP.